Dataset: Forward reaction prediction with 1.9M reactions from USPTO patents (1976-2016). Task: Predict the product of the given reaction. (1) Given the reactants [NH2:1][C:2]1[C:10]2[C:9]([C:11]3[CH:16]=[CH:15][CH:14]=[C:13]([NH2:17])[CH:12]=3)=[N:8][C:7]([NH:18][CH:19]3[CH2:21][CH2:20]3)=[N:6][C:5]=2[S:4][C:3]=1[C:22]([NH2:24])=[O:23].[F:25][C:26]1[CH:31]=[CH:30][C:29]([N:32]=[C:33]=[O:34])=[CH:28][CH:27]=1, predict the reaction product. The product is: [NH2:1][C:2]1[C:10]2[C:9]([C:11]3[CH:16]=[CH:15][CH:14]=[C:13]([NH:17][C:33]([NH:32][C:29]4[CH:30]=[CH:31][C:26]([F:25])=[CH:27][CH:28]=4)=[O:34])[CH:12]=3)=[N:8][C:7]([NH:18][CH:19]3[CH2:20][CH2:21]3)=[N:6][C:5]=2[S:4][C:3]=1[C:22]([NH2:24])=[O:23]. (2) Given the reactants [NH:1]1[CH2:6][CH2:5][CH:4]([CH2:7][CH2:8][OH:9])[CH2:3][CH2:2]1.C(=O)([O-])[O-].[K+].[K+].I[CH2:17][CH3:18], predict the reaction product. The product is: [CH2:17]([N:1]1[CH2:6][CH2:5][CH:4]([CH2:7][CH2:8][OH:9])[CH2:3][CH2:2]1)[CH3:18]. (3) Given the reactants N[CH2:2][CH2:3][CH2:4][CH2:5][NH:6][S:7]([C:10]1[CH:15]=[CH:14][C:13]([CH2:16][N:17]([CH2:25][C:26]2[NH:27][CH:28]=[CH:29][N:30]=2)[CH2:18][C:19]2[N:20]([CH3:24])[CH:21]=[CH:22][N:23]=2)=[CH:12][CH:11]=1)(=[O:9])=[O:8].[C:31]([BH3-])#[N:32].[Na+].[C:35](O)(=O)[CH3:36].[CH3:39]O, predict the reaction product. The product is: [NH:27]1[CH:28]=[CH:29][N:30]=[C:26]1[CH2:25][N:17]([CH2:16][C:13]1[CH:14]=[CH:15][C:10]([S:7]([NH:6][CH2:5][CH2:4][CH2:3][CH2:2][NH:32][CH2:31][CH:35]([CH3:36])[CH3:39])(=[O:9])=[O:8])=[CH:11][CH:12]=1)[CH2:18][C:19]1[N:20]([CH3:24])[CH:21]=[CH:22][N:23]=1. (4) Given the reactants Br[C:2]1[CH:15]=[C:14]2[C:5]([O:6][C:7]3[C:8]([F:24])=[CH:9][C:10]([O:22][CH3:23])=[CH:11][C:12]=3[C@:13]32[N:20]=[C:19]([NH2:21])[CH2:18][O:17][CH2:16]3)=[CH:4][CH:3]=1.[F:25][C:26]1[C:31](B(O)O)=[CH:30][CH:29]=[CH:28][N:27]=1.C(=O)([O-])[O-].[K+].[K+], predict the reaction product. The product is: [F:24][C:8]1[C:7]2[O:6][C:5]3[C:14](=[CH:15][C:2]([C:31]4[C:26]([F:25])=[N:27][CH:28]=[CH:29][CH:30]=4)=[CH:3][CH:4]=3)[C@:13]3([N:20]=[C:19]([NH2:21])[CH2:18][O:17][CH2:16]3)[C:12]=2[CH:11]=[C:10]([O:22][CH3:23])[CH:9]=1.